This data is from Forward reaction prediction with 1.9M reactions from USPTO patents (1976-2016). The task is: Predict the product of the given reaction. Given the reactants [NH:1]1[C:5]2[CH:6]=[CH:7][CH:8]=[CH:9][C:4]=2[N:3]=[C:2]1[CH:10]([NH2:20])[CH2:11][C:12]1[CH:17]=[CH:16][C:15]([O:18][CH3:19])=[CH:14][CH:13]=1.[Cl:21][C:22]1[CH:27]=[CH:26][C:25]([CH2:28][NH2:29])=[CH:24][CH:23]=1.[C:30](O)(C(F)(F)F)=[O:31], predict the reaction product. The product is: [NH:1]1[C:5]2[CH:6]=[CH:7][CH:8]=[CH:9][C:4]=2[N:3]=[C:2]1[CH:10]([NH:20][C:30]([NH:29][CH2:28][C:25]1[CH:26]=[CH:27][C:22]([Cl:21])=[CH:23][CH:24]=1)=[O:31])[CH2:11][C:12]1[CH:17]=[CH:16][C:15]([O:18][CH3:19])=[CH:14][CH:13]=1.